This data is from Reaction yield outcomes from USPTO patents with 853,638 reactions. The task is: Predict the reaction yield, written as a fraction of the theoretical maximum amount of product (1.0 means a 100% yield; for example, 0.34 means a 34% yield). (1) The reactants are [Br:1][C:2]1[C:3]([CH3:13])=[C:4]([N+:10]([O-:12])=[O:11])[C:5]([O:8][CH3:9])=[N:6][CH:7]=1.C[O-].[Li+].CO[CH:19](OC)[N:20]([CH3:22])[CH3:21].O. The product is [Br:1][C:2]1[C:3](/[CH:13]=[CH:19]/[N:20]([CH3:22])[CH3:21])=[C:4]([N+:10]([O-:12])=[O:11])[C:5]([O:8][CH3:9])=[N:6][CH:7]=1. The catalyst is CN(C)C=O. The yield is 0.760. (2) The yield is 0.340. The reactants are S1[CH:5]=[CH:4][C:3]([S:6][C:7]2[CH:12]=[CH:11][C:10]([N+:13]([O-])=O)=[CH:9][CH:8]=2)=C1.[N+:16]([C:19]1C=CC(S)=C[CH:20]=1)([O-])=O.BrC1C=CSC=1.[OH-].[K+]. The catalyst is CN(C=O)C.[Cu]=O. The product is [N:16]1[CH:19]=[CH:20][CH:5]=[CH:4][C:3]=1[S:6][C:7]1[CH:8]=[CH:9][C:10]([NH2:13])=[CH:11][CH:12]=1. (3) The reactants are [N:1]1[CH:2]=[CH:3][N:4]2[C:9]=1[CH:8]=[CH:7][C:6]([NH2:10])=[N:5]2.Cl[C:12]([O:14][CH2:15][C:16]([Cl:19])([Cl:18])[Cl:17])=[O:13].[OH2:20]. The catalyst is CN(C)C1C=CN=CC=1.O1CCCC1. The product is [N:1]1[CH:2]=[CH:3][N:4]2[C:9]=1[CH:8]=[CH:7][C:6]([N:10]([C:12]([O:14][CH2:15][C:16]([Cl:19])([Cl:18])[Cl:17])=[O:20])[C:12]([O:14][CH2:15][C:16]([Cl:19])([Cl:18])[Cl:17])=[O:13])=[N:5]2. The yield is 0.531. (4) The product is [CH2:1]([O:8][C:9]1[N:10]=[N:11][C:12]([CH2:23][C:24]2[CH:29]=[CH:28][CH:27]=[C:26]([CH3:31])[CH:25]=2)=[CH:13][C:14]=1[O:15][CH2:16][C:17]1[CH:22]=[CH:21][CH:20]=[CH:19][CH:18]=1)[C:2]1[CH:7]=[CH:6][CH:5]=[CH:4][CH:3]=1. No catalyst specified. The reactants are [CH2:1]([O:8][C:9]1[N:10]=[N:11][C:12]([CH2:23][C:24]2[CH:29]=[CH:28][C:27](F)=[CH:26][CH:25]=2)=[CH:13][C:14]=1[O:15][CH2:16][C:17]1[CH:22]=[CH:21][CH:20]=[CH:19][CH:18]=1)[C:2]1[CH:7]=[CH:6][CH:5]=[CH:4][CH:3]=1.[CH2:31](OC1N=NC(Cl)=CC=1OCC1C=CC=CC=1)C1C=CC=CC=1.[Cl-].CC1C=C(C=CC=1)C[Zn+]. The yield is 0.660. (5) The product is [Cl:1][C:2]1[C:3]([O:12][CH3:13])=[CH:4][C:5]([CH:9]([CH3:11])[CH3:10])=[C:6]([CH:7]=1)[O:8][CH2:21][C:22]#[N:23]. The reactants are [Cl:1][C:2]1[C:3]([O:12][CH3:13])=[CH:4][C:5]([CH:9]([CH3:11])[CH3:10])=[C:6]([OH:8])[CH:7]=1.C([O-])([O-])=O.[K+].[K+].I[CH2:21][C:22]#[N:23]. The yield is 0.970. The catalyst is CN(C=O)C.